This data is from Reaction yield outcomes from USPTO patents with 853,638 reactions. The task is: Predict the reaction yield, written as a fraction of the theoretical maximum amount of product (1.0 means a 100% yield; for example, 0.34 means a 34% yield). The reactants are [CH3:1][O:2][C:3]1[C:11]([CH3:12])=[C:10]2[C:6]([C:7](=[O:13])[O:8][CH2:9]2)=[C:5]([O:14][CH2:15][CH2:16][Si:17]([CH3:20])([CH3:19])[CH3:18])[C:4]=1[CH2:21][CH:22]=[C:23]([CH3:29])[CH2:24][P:25](=[O:28])([OH:27])[OH:26].[C:30]1(O)[CH:35]=[CH:34][CH:33]=[CH:32][CH:31]=1.[CH:37]1(N=C=N[CH:37]2[CH2:42][CH2:41][CH2:40][CH2:39][CH2:38]2)[CH2:42][CH2:41][CH2:40][CH2:39][CH2:38]1. The catalyst is CN(C=O)C.CN(C1C=CN=CC=1)C. The product is [C:30]1([O:28][P:25]([CH2:24][C:23]([CH3:29])=[CH:22][CH2:21][C:4]2[C:5]([O:14][CH2:15][CH2:16][Si:17]([CH3:19])([CH3:20])[CH3:18])=[C:6]3[C:10](=[C:11]([CH3:12])[C:3]=2[O:2][CH3:1])[CH2:9][O:8][C:7]3=[O:13])(=[O:26])[O:27][C:37]2[CH:42]=[CH:41][CH:40]=[CH:39][CH:38]=2)[CH:35]=[CH:34][CH:33]=[CH:32][CH:31]=1. The yield is 0.210.